From a dataset of Forward reaction prediction with 1.9M reactions from USPTO patents (1976-2016). Predict the product of the given reaction. (1) The product is: [CH2:1]([N:3]([CH2:4][C:5]1[CH:6]=[CH:7][C:8]([CH2:11][N:12]2[CH2:13][CH2:14][N:15]([C:18]3[C:23]([C:24]([O:26][CH:27]([CH3:28])[CH3:29])=[O:25])=[CH:22][CH:21]=[CH:20][N:19]=3)[CH2:16][CH2:17]2)=[CH:9][CH:10]=1)[CH2:30][C:31]1[CH:36]=[CH:35][CH:34]=[CH:33][CH:32]=1)[CH3:2]. Given the reactants [CH2:1]([NH:3][CH2:4][C:5]1[CH:10]=[CH:9][C:8]([CH2:11][N:12]2[CH2:17][CH2:16][N:15]([C:18]3[C:23]([C:24]([O:26][CH:27]([CH3:29])[CH3:28])=[O:25])=[CH:22][CH:21]=[CH:20][N:19]=3)[CH2:14][CH2:13]2)=[CH:7][CH:6]=1)[CH3:2].[CH:30](=O)[C:31]1[CH:36]=[CH:35][CH:34]=[CH:33][CH:32]=1.C(O)(=O)C.C([BH3-])#N.[Na+], predict the reaction product. (2) Given the reactants [N:1]1[CH:6]=[CH:5][C:4]([C:7]2[S:11][C:10]([C:12]([OH:14])=O)=[CH:9][CH:8]=2)=[CH:3][CH:2]=1.[CH2:15]1[C:24]2[C:19](=[CH:20][CH:21]=[CH:22][CH:23]=2)[CH2:18][CH2:17][NH:16]1, predict the reaction product. The product is: [N:1]1[CH:2]=[CH:3][C:4]([C:7]2[S:11][C:10]([C:12]([N:16]3[CH2:17][CH2:18][C:19]4[C:24](=[CH:23][CH:22]=[CH:21][CH:20]=4)[CH2:15]3)=[O:14])=[CH:9][CH:8]=2)=[CH:5][CH:6]=1. (3) Given the reactants [CH3:1][NH:2][C@@H:3]1[C:8]2=[N:9][CH:10]=[CH:11][CH:12]=[C:7]2[O:6][CH2:5][CH2:4]1.Cl[CH2:14][C:15]1[N:16]=[C:17]2[CH:22]=[CH:21][CH:20]=[C:19]([F:23])[N:18]2[CH:24]=1.[I-].[K+].C(N(C(C)C)CC)(C)C, predict the reaction product. The product is: [NH4+:2].[OH-:6].[F:23][C:19]1[N:18]2[CH:24]=[C:15]([CH2:14][N:2]([CH3:1])[C@@H:3]3[C:8]4=[N:9][CH:10]=[CH:11][CH:12]=[C:7]4[O:6][CH2:5][CH2:4]3)[N:16]=[C:17]2[CH:22]=[CH:21][CH:20]=1. (4) Given the reactants [NH2:1][C:2]1[C:3]([NH:11][CH2:12][CH2:13][OH:14])=[C:4]([CH:8]=[CH:9][CH:10]=1)[C:5]([O-:7])=[O:6].[Cl:15][C:16]1[CH:21]=[C:20]([Cl:22])[CH:19]=[C:18]([CH3:23])[C:17]=1[N:24]=[C:25]=[S:26].O1CCC[CH2:28]1, predict the reaction product. The product is: [Cl:15][C:16]1[CH:21]=[C:20]([Cl:22])[CH:19]=[C:18]([CH3:23])[C:17]=1[NH:24][C:25]([NH:1][C:2]1[C:3]([NH:11][CH2:12][CH2:13][OH:14])=[C:4]([CH:8]=[CH:9][CH:10]=1)[C:5]([O:7][CH3:28])=[O:6])=[S:26]. (5) Given the reactants [CH2:1]([C:8]1[CH:9]=[C:10]([NH:15][CH2:16][C:17]2[CH:18]=[N:19][CH:20]=[CH:21][CH:22]=2)[CH:11]=[CH:12][C:13]=1[Cl:14])[C:2]1[CH:7]=[CH:6][CH:5]=[CH:4][CH:3]=1.N1C=CC=CC=1.[F:29][C:30]([F:37])([F:36])[CH2:31][S:32](Cl)(=[O:34])=[O:33], predict the reaction product. The product is: [CH2:1]([C:8]1[CH:9]=[C:10]([N:15]([CH2:16][C:17]2[CH:18]=[N:19][CH:20]=[CH:21][CH:22]=2)[S:32]([CH2:31][C:30]([F:37])([F:36])[F:29])(=[O:34])=[O:33])[CH:11]=[CH:12][C:13]=1[Cl:14])[C:2]1[CH:3]=[CH:4][CH:5]=[CH:6][CH:7]=1. (6) Given the reactants [Cl:1]N1C(=O)CCC1=O.[CH:9]1([C:12]2[CH:17]=[C:16]([C:18]([O:20][CH3:21])=[O:19])[C:15]([OH:22])=[CH:14][C:13]=2[C:23]2[CH:28]=[CH:27][C:26]([F:29])=[CH:25][C:24]=2[F:30])[CH2:11][CH2:10]1.O, predict the reaction product. The product is: [Cl:1][C:14]1[C:15]([OH:22])=[C:16]([C:18]([O:20][CH3:21])=[O:19])[CH:17]=[C:12]([CH:9]2[CH2:11][CH2:10]2)[C:13]=1[C:23]1[CH:28]=[CH:27][C:26]([F:29])=[CH:25][C:24]=1[F:30]. (7) Given the reactants C([O:5][C@@H:6]1[C@@H:10]([CH2:11][O:12][C:13](=[O:32])[C:14]2[CH:19]=[CH:18][CH:17]=[CH:16][C:15]=2[C:20]([O:22][C:23]2[CH:28]=[CH:27][C:26]([N+:29]([O-:31])=[O:30])=[CH:25][CH:24]=2)=[O:21])[O:9][C@@:8]([SiH](C)C)([N:33]2[CH:41]=[C:39]([CH3:40])[C:37](=[O:38])[NH:36][C:34]2=[O:35])[CH2:7]1)(C)(C)C.F.N1C=CC=CC=1, predict the reaction product. The product is: [N+:29]([C:26]1[CH:27]=[CH:28][C:23]([O:22][C:20]([C:15]2[CH:16]=[CH:17][CH:18]=[CH:19][C:14]=2[C:13]([O:12][CH2:11][C@H:10]2[O:9][C@@H:8]([N:33]3[CH:41]=[C:39]([CH3:40])[C:37](=[O:38])[NH:36][C:34]3=[O:35])[CH2:7][C@@H:6]2[OH:5])=[O:32])=[O:21])=[CH:24][CH:25]=1)([O-:31])=[O:30].